From a dataset of Catalyst prediction with 721,799 reactions and 888 catalyst types from USPTO. Predict which catalyst facilitates the given reaction. (1) Reactant: [CH3:1][C:2]1[O:6][C:5]([C:7]2[CH:12]=[CH:11][C:10]([C:13]3[S:14][CH:15]=[CH:16][CH:17]=3)=[CH:9][CH:8]=2)=[N:4][C:3]=1[CH2:18][CH2:19][O:20]S(C1C=CC(C)=CC=1)(=O)=O.C([O:33][C:34](=[O:54])[C:35]([CH3:53])([O:46][C:47]1[CH:52]=[CH:51][CH:50]=[CH:49][CH:48]=1)[CH2:36][C:37]1[CH:42]=[CH:41][C:40](O)=[C:39]([O:44][CH3:45])[CH:38]=1)C. Product: [CH3:45][O:44][C:39]1[CH:38]=[C:37]([CH2:36][C:35]([CH3:53])([O:46][C:47]2[CH:52]=[CH:51][CH:50]=[CH:49][CH:48]=2)[C:34]([OH:54])=[O:33])[CH:42]=[CH:41][C:40]=1[O:20][CH2:19][CH2:18][C:3]1[N:4]=[C:5]([C:7]2[CH:8]=[CH:9][C:10]([C:13]3[S:14][CH:15]=[CH:16][CH:17]=3)=[CH:11][CH:12]=2)[O:6][C:2]=1[CH3:1]. The catalyst class is: 8. (2) Product: [CH3:32][C:29]1([CH3:33])[O:28][CH:27]([CH2:26][N:4]2[C:5]3[CH:10]=[CH:9][N:8]=[C:7]([O:11][CH3:12])[C:6]=3[C:2]([I:1])=[CH:3]2)[CH2:31][O:30]1. The catalyst class is: 3. Reactant: [I:1][C:2]1[C:6]2[C:7]([O:11][CH3:12])=[N:8][CH:9]=[CH:10][C:5]=2[NH:4][CH:3]=1.[H-].[Na+].CC1C=CC(S(O[CH2:26][CH:27]2[CH2:31][O:30][C:29]([CH3:33])([CH3:32])[O:28]2)(=O)=O)=CC=1. (3) Reactant: Br[C:2]1[S:3][C:4]([C:30]2[CH:35]=[CH:34][N:33]=[CH:32][CH:31]=2)=[C:5]([C:7]2[C:8]([F:29])=[C:9]([N:14]([CH2:26][O:27][CH3:28])[S:15]([C:18]3[CH:23]=[C:22]([F:24])[CH:21]=[CH:20][C:19]=3[F:25])(=[O:17])=[O:16])[CH:10]=[CH:11][C:12]=2[F:13])[N:6]=1.[CH:36]1([NH2:42])[CH2:41][CH2:40][CH2:39][CH2:38][CH2:37]1. Product: [CH:36]1([NH:42][C:2]2[S:3][C:4]([C:30]3[CH:35]=[CH:34][N:33]=[CH:32][CH:31]=3)=[C:5]([C:7]3[C:8]([F:29])=[C:9]([N:14]([CH2:26][O:27][CH3:28])[S:15]([C:18]4[CH:23]=[C:22]([F:24])[CH:21]=[CH:20][C:19]=4[F:25])(=[O:17])=[O:16])[CH:10]=[CH:11][C:12]=3[F:13])[N:6]=2)[CH2:41][CH2:40][CH2:39][CH2:38][CH2:37]1. The catalyst class is: 44. (4) Reactant: Br[C:2]1[CH:7]=[CH:6][C:5]([F:8])=[CH:4][C:3]=1[Cl:9].[Li]CCCC.[O:15]=[C:16]1[N:21]([C:22]([O:24][C:25]([CH3:28])([CH3:27])[CH3:26])=[O:23])[CH2:20][CH2:19][N:18]2[C:29](=[O:32])[CH2:30][CH2:31][C@@H:17]12. Product: [Cl:9][C:3]1[CH:4]=[C:5]([F:8])[CH:6]=[CH:7][C:2]=1[C:16]([C@@H:17]1[CH2:31][CH2:30][C:29](=[O:32])[N:18]1[CH2:19][CH2:20][NH:21][C:22](=[O:23])[O:24][C:25]([CH3:27])([CH3:26])[CH3:28])=[O:15]. The catalyst class is: 11. (5) Reactant: [Cl:1][C:2]1[CH:14]=[CH:13][C:5]2[S:6][C:7]([S:9]([NH2:12])(=[O:11])=[O:10])=[CH:8][C:4]=2[CH:3]=1.C(N(CC)CC)C.[C:22]1([O:28]C(Cl)=O)C=CC=CC=1.[NH2:32][C:33]1[N:38]=[C:37]([NH:39][C:40]([NH:42][CH3:43])=[O:41])[CH:36]=[C:35]([O:44][CH3:45])[CH:34]=1. Product: [Cl:1][C:2]1[CH:14]=[CH:13][C:5]2[S:6][C:7]([S:9]([NH:12][C:22](=[O:28])[NH:32][C:33]3[CH:34]=[C:35]([O:44][CH3:45])[CH:36]=[C:37]([NH:39][C:40](=[O:41])[NH:42][CH3:43])[N:38]=3)(=[O:11])=[O:10])=[CH:8][C:4]=2[CH:3]=1. The catalyst class is: 10. (6) The catalyst class is: 58. Reactant: [C:1]([O:5][C:6]([NH:8][C:9]1[CH:14]=[CH:13][C:12]([S:15][C:16]2[CH:24]=[CH:23][C:19]([C:20](O)=[O:21])=[CH:18][C:17]=2[NH:25][C:26]2[C:27]3[CH:35]=[CH:34][C:33]([CH:36]([CH3:38])[CH3:37])=[N:32][C:28]=3[N:29]=[CH:30][N:31]=2)=[CH:11][CH:10]=1)=[O:7])([CH3:4])([CH3:3])[CH3:2].F[B-](F)(F)F.N1(OC(N(C)C)=[N+](C)C)C2C=CC=CC=2N=N1.[NH2:61][C:62]([C:69]1[CH:74]=[CH:73][CH:72]=[CH:71][CH:70]=1)([CH3:68])[C:63]([O:65][CH2:66][CH3:67])=[O:64].C(N(CC)C(C)C)(C)C. Product: [C:1]([O:5][C:6]([NH:8][C:9]1[CH:10]=[CH:11][C:12]([S:15][C:16]2[CH:24]=[CH:23][C:19]([C:20]([NH:61][C:62]([C:69]3[CH:70]=[CH:71][CH:72]=[CH:73][CH:74]=3)([CH3:68])[C:63]([O:65][CH2:66][CH3:67])=[O:64])=[O:21])=[CH:18][C:17]=2[NH:25][C:26]2[C:27]3[CH:35]=[CH:34][C:33]([CH:36]([CH3:38])[CH3:37])=[N:32][C:28]=3[N:29]=[CH:30][N:31]=2)=[CH:13][CH:14]=1)=[O:7])([CH3:4])([CH3:3])[CH3:2]. (7) Reactant: [N+](C1C=CC(COC([N:12]2[CH2:16][CH2:15][C@H:14]([NH:17][C:18]([C:20]3[N:21]=[C:22]([N:25]4[CH2:28][CH:27]([S:29][C:30]5[C@H:31]([CH3:54])[C@@H:32]6[C@@H:49]([C@H:50]([OH:52])[CH3:51])[C:48](=[O:53])[N:33]6[C:34]=5[C:35]([O:37]CC5C=CC([N+]([O-])=O)=CC=5)=[O:36])[CH2:26]4)[S:23][CH:24]=3)=[O:19])[CH2:13]2)=O)=CC=1)([O-])=O. Product: [NH:12]1[CH2:16][CH2:15][C@H:14]([NH:17][C:18]([C:20]2[N:21]=[C:22]([N:25]3[CH2:28][CH:27]([S:29][C:30]4[C@H:31]([CH3:54])[C@@H:32]5[C@@H:49]([C@H:50]([OH:52])[CH3:51])[C:48](=[O:53])[N:33]5[C:34]=4[C:35]([OH:37])=[O:36])[CH2:26]3)[S:23][CH:24]=2)=[O:19])[CH2:13]1. The catalyst class is: 7. (8) Reactant: [F:1][C:2]([F:25])([F:24])[C:3]1[CH:8]=[CH:7][CH:6]=[CH:5][C:4]=1[C:9]([NH:11][C:12]1[CH:13]=[C:14]([C:21](O)=[O:22])[C:15]2[N:19]=[CH:18][NH:17][C:16]=2[CH:20]=1)=[O:10].CN(C(ON1N=NC2C=CC=CC1=2)=[N+](C)C)C.F[P-](F)(F)(F)(F)F.C(N(CC)CC)C.[Cl:57][C:58]1[C:59]([CH3:65])=[C:60]([CH:62]=[CH:63][CH:64]=1)[NH2:61]. Product: [Cl:57][C:58]1[C:59]([CH3:65])=[C:60]([NH:61][C:21]([C:14]2[C:15]3[N:19]=[CH:18][NH:17][C:16]=3[CH:20]=[C:12]([NH:11][C:9]([C:4]3[CH:5]=[CH:6][CH:7]=[CH:8][C:3]=3[C:2]([F:1])([F:24])[F:25])=[O:10])[CH:13]=2)=[O:22])[CH:62]=[CH:63][CH:64]=1. The catalyst class is: 3. (9) Reactant: OCC1C=C(C=C(OC)C=1)C(NC1CCNCC1)=O.C[O:21][C:22](=[O:33])[C:23]1[CH:28]=[C:27]([O:29][CH3:30])[CH:26]=[C:25]([CH2:31][OH:32])[CH:24]=1.[Li+].[OH-]. Product: [OH:32][CH2:31][C:25]1[CH:24]=[C:23]([CH:28]=[C:27]([O:29][CH3:30])[CH:26]=1)[C:22]([OH:33])=[O:21]. The catalyst class is: 36.